Dataset: Catalyst prediction with 721,799 reactions and 888 catalyst types from USPTO. Task: Predict which catalyst facilitates the given reaction. (1) Reactant: [O:1]1[CH2:6][CH2:5][CH2:4][NH:3][C:2]1=[O:7].[H-].[Na+].Br[CH2:11][C:12]([O:14][CH3:15])=[O:13]. Product: [CH3:15][O:14][C:12](=[O:13])[CH2:11][N:3]1[CH2:4][CH2:5][CH2:6][O:1][C:2]1=[O:7]. The catalyst class is: 3. (2) Reactant: [CH2:1]([O:8][C@@H:9]1[C@@H:14]([O:15][CH2:16][C:17]2[CH:22]=[CH:21][CH:20]=[CH:19][CH:18]=2)[C@H:13]([O:23][CH2:24][C:25]2[CH:30]=[CH:29][CH:28]=[CH:27][CH:26]=2)[C@@H:12]([CH2:31][O:32][CH2:33][C:34]2[CH:39]=[CH:38][CH:37]=[CH:36][CH:35]=2)[O:11][C@:10]1([CH2:42][C:43](OC)=[O:44])[O:40][CH3:41])[C:2]1[CH:7]=[CH:6][CH:5]=[CH:4][CH:3]=1.CC(C[AlH]CC(C)C)C.[C@H](O)(C([O-])=O)[C@@H](O)C([O-])=O.[Na+].[K+]. Product: [CH2:1]([O:8][C@@H:9]1[C@@H:14]([O:15][CH2:16][C:17]2[CH:22]=[CH:21][CH:20]=[CH:19][CH:18]=2)[C@H:13]([O:23][CH2:24][C:25]2[CH:26]=[CH:27][CH:28]=[CH:29][CH:30]=2)[C@@H:12]([CH2:31][O:32][CH2:33][C:34]2[CH:39]=[CH:38][CH:37]=[CH:36][CH:35]=2)[O:11][C@:10]1([CH2:42][CH2:43][OH:44])[O:40][CH3:41])[C:2]1[CH:7]=[CH:6][CH:5]=[CH:4][CH:3]=1. The catalyst class is: 182. (3) Reactant: [C:1]([O:5][C:6]([CH:8]1[CH:14](C(O)=O)[CH2:13][CH:12]=[CH:11][CH2:10][N:9]1[S:18]([C:21]1[CH:26]=[CH:25][C:24]([O:27][CH3:28])=[CH:23][CH:22]=1)(=[O:20])=[O:19])=[O:7])([CH3:4])([CH3:3])[CH3:2].C([N:32]([CH2:36]CC)CCC)CC.C1(P(N=[N+]=[N-])(C2C=CC=CC=2)=[O:46])C=CC=CC=1.[CH2:56]([NH:63][CH2:64][C:65]1[CH:70]=[CH:69][CH:68]=[CH:67][CH:66]=1)[C:57]1[CH:62]=[CH:61][CH:60]=[CH:59][CH:58]=1. Product: [C:1]([O:5][C:6]([CH:8]1[CH:14]([NH:32][C:36]([N:63]([CH2:56][C:57]2[CH:62]=[CH:61][CH:60]=[CH:59][CH:58]=2)[CH2:64][C:65]2[CH:70]=[CH:69][CH:68]=[CH:67][CH:66]=2)=[O:46])[CH2:13][CH:12]=[CH:11][CH2:10][N:9]1[S:18]([C:21]1[CH:22]=[CH:23][C:24]([O:27][CH3:28])=[CH:25][CH:26]=1)(=[O:19])=[O:20])=[O:7])([CH3:4])([CH3:3])[CH3:2]. The catalyst class is: 12.